This data is from Peptide-MHC class II binding affinity with 134,281 pairs from IEDB. The task is: Regression. Given a peptide amino acid sequence and an MHC pseudo amino acid sequence, predict their binding affinity value. This is MHC class II binding data. The MHC is H-2-IAb with pseudo-sequence H-2-IAb. The peptide sequence is SQEYSGSQANEANVY. The binding affinity (normalized) is 0.300.